The task is: Regression. Given two drug SMILES strings and cell line genomic features, predict the synergy score measuring deviation from expected non-interaction effect.. This data is from NCI-60 drug combinations with 297,098 pairs across 59 cell lines. (1) Drug 1: C1=NC2=C(N1)C(=S)N=CN2. Drug 2: CC1CCCC2(C(O2)CC(NC(=O)CC(C(C(=O)C(C1O)C)(C)C)O)C(=CC3=CSC(=N3)C)C)C. Cell line: BT-549. Synergy scores: CSS=39.5, Synergy_ZIP=-4.20, Synergy_Bliss=-5.32, Synergy_Loewe=-13.9, Synergy_HSA=-2.00. (2) Drug 1: CC(C1=C(C=CC(=C1Cl)F)Cl)OC2=C(N=CC(=C2)C3=CN(N=C3)C4CCNCC4)N. Drug 2: C1=CC(=C2C(=C1NCCNCCO)C(=O)C3=C(C=CC(=C3C2=O)O)O)NCCNCCO. Cell line: OVCAR-8. Synergy scores: CSS=56.4, Synergy_ZIP=14.4, Synergy_Bliss=15.5, Synergy_Loewe=-0.311, Synergy_HSA=15.6. (3) Drug 1: CCC1=CC2CC(C3=C(CN(C2)C1)C4=CC=CC=C4N3)(C5=C(C=C6C(=C5)C78CCN9C7C(C=CC9)(C(C(C8N6C)(C(=O)OC)O)OC(=O)C)CC)OC)C(=O)OC.C(C(C(=O)O)O)(C(=O)O)O. Drug 2: CC1C(C(CC(O1)OC2CC(OC(C2O)C)OC3=CC4=CC5=C(C(=O)C(C(C5)C(C(=O)C(C(C)O)O)OC)OC6CC(C(C(O6)C)O)OC7CC(C(C(O7)C)O)OC8CC(C(C(O8)C)O)(C)O)C(=C4C(=C3C)O)O)O)O. Cell line: SR. Synergy scores: CSS=69.6, Synergy_ZIP=6.95, Synergy_Bliss=6.99, Synergy_Loewe=-8.35, Synergy_HSA=8.22. (4) Drug 1: C1=CC(=C2C(=C1NCCNCCO)C(=O)C3=C(C=CC(=C3C2=O)O)O)NCCNCCO. Drug 2: C1CNP(=O)(OC1)N(CCCl)CCCl. Cell line: NCI-H322M. Synergy scores: CSS=31.3, Synergy_ZIP=-3.23, Synergy_Bliss=2.50, Synergy_Loewe=2.11, Synergy_HSA=4.14.